The task is: Predict which catalyst facilitates the given reaction.. This data is from Catalyst prediction with 721,799 reactions and 888 catalyst types from USPTO. (1) Product: [N+:9]([C:3]1[CH:4]=[CH:5][CH:6]=[CH:7][CH:2]=1)([O-:11])=[O:10]. Reactant: F[C:2]1[C:7](F)=[CH:6][CH:5]=[CH:4][C:3]=1[N+:9]([O-:11])=[O:10].N1CCC(CNC(=O)OC(C)(C)C)CC1.C(N(CC)C(C)C)(C)C. The catalyst class is: 351. (2) Reactant: [C:1]([C:3]1[CH:4]=[C:5]2[C:9](=[CH:10][CH:11]=1)[CH:8]([O:12][CH2:13][O:14][CH3:15])[CH:7]([CH2:16][CH2:17][CH:18]([N:20]([CH2:24][CH2:25][CH3:26])[CH2:21][CH2:22][CH3:23])[CH3:19])[CH2:6]2)#[N:2].[H-].[Al+3].[Li+].[H-].[H-].[H-].C(OCC)(=O)C.C(C(C(C([O-])=O)O)O)([O-])=O.[Na+].[K+]. Product: [NH2:2][CH2:1][C:3]1[CH:4]=[C:5]2[C:9](=[CH:10][CH:11]=1)[CH:8]([O:12][CH2:13][O:14][CH3:15])[CH:7]([CH2:16][CH2:17][CH:18]([N:20]([CH2:24][CH2:25][CH3:26])[CH2:21][CH2:22][CH3:23])[CH3:19])[CH2:6]2. The catalyst class is: 36. (3) Reactant: [F:1][C:2]1[N:7]=[C:6]([F:8])[C:5]([F:9])=[C:4](F)[C:3]=1[F:11].[CH3:12][C:13]1([CH3:20])[O:17][CH:16]([CH2:18][OH:19])[CH2:15][O:14]1.C([O-])([O-])=O.[Cs+].[Cs+]. Product: [F:8][C:6]1[C:5]([F:9])=[C:4]([O:19][CH2:18][CH:16]2[CH2:15][O:14][C:13]([CH3:20])([CH3:12])[O:17]2)[C:3]([F:11])=[C:2]([F:1])[N:7]=1. The catalyst class is: 16. (4) Reactant: Cl.[CH3:2][O:3][C:4]1[CH:9]=[CH:8][C:7]([NH:10][NH2:11])=[CH:6][CH:5]=1.[C:12]([C:14](=[CH:20]OCC)[C:15]([O:17][CH2:18][CH3:19])=[O:16])#[N:13]. Product: [CH2:18]([O:17][C:15]([C:14]1[CH:20]=[N:11][N:10]([C:7]2[CH:8]=[CH:9][C:4]([O:3][CH3:2])=[CH:5][CH:6]=2)[C:12]=1[NH2:13])=[O:16])[CH3:19]. The catalyst class is: 14.